The task is: Predict the product of the given reaction.. This data is from Forward reaction prediction with 1.9M reactions from USPTO patents (1976-2016). (1) Given the reactants [CH3:1][O:2][C:3]([C:5]1[CH:6]=[C:7]2[C:12](=[CH:13][CH:14]=1)[CH2:11][N:10]([C:15](OC(C)(C)C)=O)[CH2:9][CH2:8]2)=[O:4].FC(F)(F)C(O)=O, predict the reaction product. The product is: [CH3:1][O:2][C:3]([C:5]1[CH:6]=[C:7]2[C:12](=[CH:13][CH:14]=1)[CH2:11][N:10]([CH3:15])[CH2:9][CH2:8]2)=[O:4]. (2) Given the reactants [F:1][C:2]([F:8])([F:7])[S:3]([O-:6])(=[O:5])=[O:4].F[C:10]1[CH:15]=[CH:14][C:13]([S+:16]([C:23]2[CH:28]=[CH:27][CH:26]=[CH:25][CH:24]=2)[C:17]2[CH:22]=[CH:21][CH:20]=[CH:19][CH:18]=2)=[CH:12][CH:11]=1.[OH-].[Na+].[CH:31]1([SH:37])[CH2:36][CH2:35][CH2:34][CH2:33][CH2:32]1, predict the reaction product. The product is: [F:1][C:2]([F:8])([F:7])[S:3]([O-:6])(=[O:5])=[O:4].[CH:31]1([S:37][C:10]2[CH:15]=[CH:14][C:13]([S+:16]([C:23]3[CH:28]=[CH:27][CH:26]=[CH:25][CH:24]=3)[C:17]3[CH:22]=[CH:21][CH:20]=[CH:19][CH:18]=3)=[CH:12][CH:11]=2)[CH2:36][CH2:35][CH2:34][CH2:33][CH2:32]1. (3) Given the reactants [F:1][CH2:2][CH2:3][N:4]1[CH2:8][CH2:7][C@H:6]([N:9]([CH3:19])[C:10]2[CH:15]=[CH:14][C:13]([N+:16]([O-])=O)=[CH:12][CH:11]=2)[CH2:5]1.[H][H], predict the reaction product. The product is: [F:1][CH2:2][CH2:3][N:4]1[CH2:8][CH2:7][C@H:6]([N:9]([CH3:19])[C:10]2[CH:15]=[CH:14][C:13]([NH2:16])=[CH:12][CH:11]=2)[CH2:5]1.